Dataset: Full USPTO retrosynthesis dataset with 1.9M reactions from patents (1976-2016). Task: Predict the reactants needed to synthesize the given product. (1) Given the product [F:26][C:27]1[CH:28]=[C:29]([CH:32]=[CH:33][CH:34]=1)[CH2:30][N:15]([C:12]1[CH:13]=[CH:14][C:9]([O:8][CH2:7][CH2:6][N:1]2[CH2:2][CH2:3][CH2:4][CH2:5]2)=[CH:10][CH:11]=1)[C:16]([CH:18]1[CH2:23][CH2:22][CH2:21][CH2:20][CH2:19]1)=[O:17], predict the reactants needed to synthesize it. The reactants are: [N:1]1([CH2:6][CH2:7][O:8][C:9]2[CH:14]=[CH:13][C:12]([NH:15][C:16]([CH:18]3[CH2:23][CH2:22][CH2:21][CH2:20][CH2:19]3)=[O:17])=[CH:11][CH:10]=2)[CH2:5][CH2:4][CH2:3][CH2:2]1.[H-].[Na+].[F:26][C:27]1[CH:28]=[C:29]([CH:32]=[CH:33][CH:34]=1)[CH2:30]Br.O. (2) Given the product [C:15]1([N:21]2[C:33]3[CH:32]=[CH:31][C:30]([C:2]4[CH:3]=[CH:4][C:5]5[NH:6][C:7]6[C:12]([C:13]=5[CH:14]=4)=[CH:11][CH:10]=[CH:9][CH:8]=6)=[CH:29][C:28]=3[C:27]3[C:22]2=[CH:23][CH:24]=[CH:25][CH:26]=3)[CH:20]=[CH:19][CH:18]=[CH:17][CH:16]=1, predict the reactants needed to synthesize it. The reactants are: Br[C:2]1[CH:3]=[CH:4][C:5]2[NH:6][C:7]3[C:12]([C:13]=2[CH:14]=1)=[CH:11][CH:10]=[CH:9][CH:8]=3.[C:15]1([N:21]2[C:33]3[CH:32]=[CH:31][C:30](B([O-])[O-])=[CH:29][C:28]=3[C:27]3[C:22]2=[CH:23][CH:24]=[CH:25][CH:26]=3)[CH:20]=[CH:19][CH:18]=[CH:17][CH:16]=1.COC(OC)(O)C.C(=O)([O-])[O-].[K+].[K+]. (3) Given the product [CH3:33][N:30]1[CH:31]=[CH:32][C:28]([NH:27][C:20]([C:11]2[CH:10]=[C:9]([O:8][CH2:1][C:2]3[CH:7]=[CH:6][CH:5]=[CH:4][CH:3]=3)[C:14]3[CH2:15][C:16]([CH3:19])([CH3:18])[O:17][C:13]=3[CH:12]=2)=[O:21])=[N:29]1, predict the reactants needed to synthesize it. The reactants are: [CH2:1]([O:8][C:9]1[C:14]2[CH2:15][C:16]([CH3:19])([CH3:18])[O:17][C:13]=2[CH:12]=[C:11]([C:20](O)=[O:21])[CH:10]=1)[C:2]1[CH:7]=[CH:6][CH:5]=[CH:4][CH:3]=1.S(Cl)(Cl)=O.[NH2:27][C:28]1[CH:32]=[CH:31][N:30]([CH3:33])[N:29]=1.C(N(CC)CC)C. (4) Given the product [N+:1]([C:4]1[CH:12]=[CH:11][CH:10]=[C:9]2[C:5]=1[CH:6]=[N:7][N:8]2[C:17]1[CH:18]=[CH:19][C:14]([F:13])=[CH:15][CH:16]=1)([O-:3])=[O:2], predict the reactants needed to synthesize it. The reactants are: [N+:1]([C:4]1[CH:12]=[CH:11][CH:10]=[C:9]2[C:5]=1[CH:6]=[N:7][NH:8]2)([O-:3])=[O:2].[F:13][C:14]1[CH:19]=[CH:18][C:17](B(O)O)=[CH:16][CH:15]=1.ClCCl. (5) Given the product [CH2:1]([O:8][C:9]([N:11]1[CH2:15][CH2:14][CH:13]([CH:16]([OH:18])[CH3:17])[CH2:12]1)=[O:10])[C:2]1[CH:7]=[CH:6][CH:5]=[CH:4][CH:3]=1, predict the reactants needed to synthesize it. The reactants are: [CH2:1]([O:8][C:9]([N:11]1[CH2:15][CH2:14][CH:13]([C:16](=[O:18])[CH3:17])[CH2:12]1)=[O:10])[C:2]1[CH:7]=[CH:6][CH:5]=[CH:4][CH:3]=1.[BH4-].[Na+]. (6) Given the product [CH3:20][C:17]1[CH:18]=[CH:12][C:11]2[N:10]=[C:9]([NH2:8])[O:21][C:15]=2[CH:16]=1.[O:21]1[C:15]2[CH:16]=[CH:17][CH:18]=[CH:19][C:14]=2[N:13]=[C:2]1[NH2:1], predict the reactants needed to synthesize it. The reactants are: [N:1]1(C([N:8]2[CH:12]=[CH:11][N:10]=[CH:9]2)=N)C=CN=[CH:2]1.[NH2:13][C:14]1[CH:19]=[CH:18][C:17]([CH3:20])=[CH:16][C:15]=1[OH:21].